From a dataset of Peptide-MHC class II binding affinity with 134,281 pairs from IEDB. Regression. Given a peptide amino acid sequence and an MHC pseudo amino acid sequence, predict their binding affinity value. This is MHC class II binding data. The peptide sequence is LWCHKRVSVSAILLT. The MHC is H-2-IAb with pseudo-sequence H-2-IAb. The binding affinity (normalized) is 0.122.